This data is from Full USPTO retrosynthesis dataset with 1.9M reactions from patents (1976-2016). The task is: Predict the reactants needed to synthesize the given product. Given the product [Br:4][C:5]1[C:6]([C:26]#[N:27])=[N:7][N:8]([CH2:23][CH2:24][CH3:25])[C:9]=1[CH2:10][CH2:11][NH:12][C:20](=[O:21])[O:30][C:31]([CH3:34])([CH3:33])[CH3:32], predict the reactants needed to synthesize it. The reactants are: O.NN.[Br:4][C:5]1[C:6]([C:26]#[N:27])=[N:7][N:8]([CH2:23][CH2:24][CH3:25])[C:9]=1[CH2:10][CH2:11][N:12]1[C:20](=[O:21])C2C(=CC=CC=2)C1=O.C(OC([O:30][C:31]([CH3:34])([CH3:33])[CH3:32])=O)([O:30][C:31]([CH3:34])([CH3:33])[CH3:32])=O.